Dataset: Full USPTO retrosynthesis dataset with 1.9M reactions from patents (1976-2016). Task: Predict the reactants needed to synthesize the given product. (1) Given the product [F:1][C:2]([F:50])([F:49])[C:3]1[CH:4]=[C:5]([CH:42]=[C:43]([C:45]([F:48])([F:47])[F:46])[CH:44]=1)[CH2:6][N:7]([CH2:15][C:16]1[CH:21]=[C:20]([C:22]([F:25])([F:24])[F:23])[CH:19]=[CH:18][C:17]=1[N:26]([CH2:29][C@H:30]1[CH2:35][CH2:34][C@H:33]([CH2:36][C:37]([O:39][CH2:40][CH3:41])=[O:38])[CH2:32][CH2:31]1)[CH2:27][CH3:28])[C:8]1[N:13]=[CH:12][C:11]([OH:53])=[CH:10][N:9]=1, predict the reactants needed to synthesize it. The reactants are: [F:1][C:2]([F:50])([F:49])[C:3]1[CH:4]=[C:5]([CH:42]=[C:43]([C:45]([F:48])([F:47])[F:46])[CH:44]=1)[CH2:6][N:7]([CH2:15][C:16]1[CH:21]=[C:20]([C:22]([F:25])([F:24])[F:23])[CH:19]=[CH:18][C:17]=1[N:26]([CH2:29][C@H:30]1[CH2:35][CH2:34][C@H:33]([CH2:36][C:37]([O:39][CH2:40][CH3:41])=[O:38])[CH2:32][CH2:31]1)[CH2:27][CH3:28])[C:8]1[N:13]=[CH:12][C:11](Br)=[CH:10][N:9]=1.CS(C)=[O:53].C([O-])(=O)C.[K+].B1(B2OC(C)(C)C(C)(C)O2)OC(C)(C)C(C)(C)O1. (2) Given the product [CH2:15]([N:17]1[C:23]2[N:24]=[CH:25][C:26]([CH2:28][CH2:29][O:30][C:38]3[CH:39]=[CH:40][C:41]([C:44]4[O:48][C:47]([CH3:49])=[C:46]([C:50]([O:52][CH2:53][CH3:54])=[O:51])[CH:45]=4)=[CH:42][CH:43]=3)=[CH:27][C:22]=2[C:21](=[O:31])[N:20]([CH3:32])[C:19]2[CH:33]=[CH:34][CH:35]=[N:36][C:18]1=2)[CH3:16], predict the reactants needed to synthesize it. The reactants are: CC(OC(/N=N/C(OC(C)C)=O)=O)C.[CH2:15]([N:17]1[C:23]2[N:24]=[CH:25][C:26]([CH2:28][CH2:29][OH:30])=[CH:27][C:22]=2[C:21](=[O:31])[N:20]([CH3:32])[C:19]2[CH:33]=[CH:34][CH:35]=[N:36][C:18]1=2)[CH3:16].O[C:38]1[CH:43]=[CH:42][C:41]([C:44]2[O:48][C:47]([CH3:49])=[C:46]([C:50]([O:52][CH2:53][CH3:54])=[O:51])[CH:45]=2)=[CH:40][CH:39]=1.C1C=CC(P(C2C=CC=CC=2)C2C=CC=CC=2)=CC=1. (3) Given the product [C:2](=[O:9])([S:18][C:19]1[CH:24]=[CH:23][CH:22]=[CH:21][N:20]=1)[C:3]1[CH:8]=[CH:7][N:6]=[CH:5][CH:4]=1, predict the reactants needed to synthesize it. The reactants are: Cl.[C:2](Cl)(=[O:9])[C:3]1[CH:8]=[CH:7][N:6]=[CH:5][CH:4]=1.C(N(CC)CC)C.[SH:18][C:19]1[CH:24]=[CH:23][CH:22]=[CH:21][N:20]=1.O. (4) Given the product [Cl:1][C:2]1[CH:7]=[CH:6][C:5]([CH2:8][N:12]2[CH:17]=[CH:16][C:15](=[O:18])[CH:14]=[CH:13]2)=[C:4]([O:10][CH3:11])[CH:3]=1, predict the reactants needed to synthesize it. The reactants are: [Cl:1][C:2]1[CH:7]=[CH:6][C:5]([CH2:8]O)=[C:4]([O:10][CH3:11])[CH:3]=1.[N:12]1[CH:17]=[CH:16][C:15]([OH:18])=[CH:14][CH:13]=1.O1CCN(C2C=CC(O)=CC=2)CC1. (5) Given the product [CH2:6]([N:8]([CH2:9][CH3:10])[C:3](=[O:4])[CH2:2][N:11]([S:25]([C:21]1[CH:20]=[C:19]([CH3:29])[CH:24]=[CH:23][CH:22]=1)(=[O:27])=[O:26])[C:12]1[CH:17]=[CH:16][C:15]([CH3:18])=[CH:14][CH:13]=1)[CH3:7], predict the reactants needed to synthesize it. The reactants are: Br[CH2:2][C:3](Br)=[O:4].[CH2:6]([NH:8][CH2:9][CH3:10])[CH3:7].[NH2:11][C:12]1[CH:17]=[CH:16][C:15]([CH3:18])=[CH:14][CH:13]=1.[C:19]1([CH3:29])[CH:24]=[CH:23][CH:22]=[C:21]([S:25](Cl)(=[O:27])=[O:26])[CH:20]=1. (6) Given the product [Cl:57][C:54]1[S:53][C:52]([CH:51]=[CH:50][S:47]([N:32]2[CH2:31][C@H:30]([CH2:29][OH:28])[N:35]([CH2:36][C:37]3[NH:45][C:44]4[CH:43]=[CH:42][N:41]=[CH:40][C:39]=4[CH:38]=3)[C:34](=[O:46])[CH2:33]2)(=[O:48])=[O:49])=[CH:56][CH:55]=1, predict the reactants needed to synthesize it. The reactants are: C(O)(=O)C.[F-].C([N+](CCCC)(CCCC)CCCC)CCC.C([SiH2][O:28][C:29](C)(C)[C@@H:30]1[N:35]([CH2:36][C:37]2[NH:45][C:44]3[CH:43]=[CH:42][N:41]=[CH:40][C:39]=3[CH:38]=2)[C:34](=[O:46])[CH2:33][N:32]([S:47]([CH:50]=[CH:51][C:52]2[S:53][C:54]([Cl:57])=[CH:55][CH:56]=2)(=[O:49])=[O:48])[CH2:31]1)(C)(C)C. (7) Given the product [CH:1]([O:3][CH2:4][CH2:5][OH:6])=[CH2:2].[CH:13]([O:12][CH2:10][CH:9]([CH3:15])[CH3:14])=[CH2:1], predict the reactants needed to synthesize it. The reactants are: [CH:1]([O:3][CH2:4][CH2:5][OH:6])=[CH2:2].N([C:9]([CH3:15])([CH3:14])[C:10]([O:12][CH3:13])=O)=N[C:9]([CH3:15])([CH3:14])[C:10]([O:12][CH3:13])=O. (8) Given the product [O:2]1[CH2:3][CH2:4][CH:5]([C:8]2[NH:12][CH:15]=[CH:16][N:17]=2)[CH2:6][CH2:7]1, predict the reactants needed to synthesize it. The reactants are: Cl.[O:2]1[CH2:7][CH2:6][CH:5]([C:8](=[NH:12])OCC)[CH2:4][CH2:3]1.CO[CH:15](OC)[CH2:16][NH2:17]. (9) Given the product [Cl:2][C:11]1[C:6]([Cl:5])=[C:7]([CH:8]=[C:9]([C:13]2[CH:14]=[N:15][N:16]([CH3:18])[CH:17]=2)[N:10]=1)[C:19]([O:21][CH:22]([CH3:24])[CH3:23])=[O:20], predict the reactants needed to synthesize it. The reactants are: O(Cl)[Cl:2].[P+5].[Cl:5][C:6]1[C:7]([C:19]([O:21][CH:22]([CH3:24])[CH3:23])=[O:20])=[CH:8][C:9]([C:13]2[CH:14]=[N:15][N:16]([CH3:18])[CH:17]=2)=[N+:10]([O-])[CH:11]=1.C(=O)([O-])[O-].[Na+].[Na+]. (10) Given the product [Cl:21][C:22]1[C:27]([CH2:28][NH:29][C:2]2[C:3]3[C:4](=[N:8][N:9]([CH2:11][C:12]45[CH2:16][C:14]([C:17]([O:19][CH3:20])=[O:18])([CH2:13]4)[CH2:15]5)[CH:10]=3)[N:5]=[CH:6][N:7]=2)=[C:26]([F:30])[C:25]([O:31][CH3:32])=[CH:24][CH:23]=1, predict the reactants needed to synthesize it. The reactants are: Cl[C:2]1[C:3]2[C:4](=[N:8][N:9]([CH2:11][C:12]34[CH2:16][C:14]([C:17]([O:19][CH3:20])=[O:18])([CH2:15]3)[CH2:13]4)[CH:10]=2)[N:5]=[CH:6][N:7]=1.[Cl:21][C:22]1[C:27]([CH2:28][NH2:29])=[C:26]([F:30])[C:25]([O:31][CH3:32])=[CH:24][CH:23]=1.CCN(C(C)C)C(C)C.C(N(C(C)C)C(C)C)C.